This data is from Peptide-MHC class I binding affinity with 185,985 pairs from IEDB/IMGT. The task is: Regression. Given a peptide amino acid sequence and an MHC pseudo amino acid sequence, predict their binding affinity value. This is MHC class I binding data. (1) The peptide sequence is NRAKQVIKL. The MHC is Mamu-B03 with pseudo-sequence Mamu-B03. The binding affinity (normalized) is 0.421. (2) The peptide sequence is ATYTGVFDK. The MHC is HLA-A02:06 with pseudo-sequence HLA-A02:06. The binding affinity (normalized) is 0.362. (3) The peptide sequence is LLIAITAFT. The MHC is HLA-A02:06 with pseudo-sequence HLA-A02:06. The binding affinity (normalized) is 0.433. (4) The peptide sequence is FPTSCHMF. The binding affinity (normalized) is 0.480. The MHC is HLA-B53:01 with pseudo-sequence HLA-B53:01. (5) The peptide sequence is ILQDRIRMY. The MHC is HLA-A26:03 with pseudo-sequence HLA-A26:03. The binding affinity (normalized) is 0.0847. (6) The peptide sequence is IMDEPTSSL. The MHC is HLA-A69:01 with pseudo-sequence HLA-A69:01. The binding affinity (normalized) is 0.614. (7) The peptide sequence is YTAVVPLVL. The MHC is HLA-B57:01 with pseudo-sequence HLA-B57:01. The binding affinity (normalized) is 0.159. (8) The peptide sequence is NVWATHACV. The MHC is HLA-A02:12 with pseudo-sequence HLA-A02:12. The binding affinity (normalized) is 0.706. (9) The peptide sequence is SLYSILSPFL. The MHC is HLA-A68:01 with pseudo-sequence HLA-A68:01. The binding affinity (normalized) is 0.